This data is from Full USPTO retrosynthesis dataset with 1.9M reactions from patents (1976-2016). The task is: Predict the reactants needed to synthesize the given product. (1) The reactants are: [NH2:1][C@@H:2]1[C:8](=[O:9])[N:7]([CH2:10][CH2:11][O:12][CH2:13][C:14]2[CH:19]=[CH:18][CH:17]=[CH:16][CH:15]=2)[C:6]2[CH:20]=[CH:21][CH:22]=[CH:23][C:5]=2[C:4]2[CH:24]=[CH:25][CH:26]=[CH:27][C:3]1=2.[CH2:28]([O:30][C:31](=[O:38])[C:32]([CH3:37])([CH3:36])[C:33](O)=[O:34])[CH3:29]. Given the product [CH2:28]([O:30][C:31](=[O:38])[C:32]([CH3:37])([CH3:36])[C:33]([NH:1][C@@H:2]1[C:8](=[O:9])[N:7]([CH2:10][CH2:11][O:12][CH2:13][C:14]2[CH:19]=[CH:18][CH:17]=[CH:16][CH:15]=2)[C:6]2[CH:20]=[CH:21][CH:22]=[CH:23][C:5]=2[C:4]2[CH:24]=[CH:25][CH:26]=[CH:27][C:3]1=2)=[O:34])[CH3:29], predict the reactants needed to synthesize it. (2) Given the product [CH3:29][O:30][C:31](=[O:34])[CH2:32][NH:33][C:11]([C:9]1[CH:8]=[CH:7][C:6]2[N:2]([CH3:1])[C:3]([NH:14][C:15]3[S:16][C:17]4[CH:23]=[C:22]([C:24]([F:26])([F:25])[F:27])[CH:21]=[CH:20][C:18]=4[N:19]=3)=[N:4][C:5]=2[CH:10]=1)=[O:13], predict the reactants needed to synthesize it. The reactants are: [CH3:1][N:2]1[C:6]2[CH:7]=[CH:8][C:9]([C:11]([OH:13])=O)=[CH:10][C:5]=2[N:4]=[C:3]1[NH:14][C:15]1[S:16][C:17]2[CH:23]=[C:22]([C:24]([F:27])([F:26])[F:25])[CH:21]=[CH:20][C:18]=2[N:19]=1.Cl.[CH3:29][O:30][C:31](=[O:34])[CH2:32][NH2:33].CN(C(ON1N=NC2C=CC=CC1=2)=[N+](C)C)C.F[P-](F)(F)(F)(F)F.CCN(C(C)C)C(C)C.